From a dataset of Forward reaction prediction with 1.9M reactions from USPTO patents (1976-2016). Predict the product of the given reaction. (1) The product is: [CH3:18][O:20][C:21](=[O:44])[C:22]1[CH:27]=[CH:26][C:25]([OH:28])=[C:24]([C:36]([C:38]2[CH:39]=[CH:40][CH:41]=[CH:42][CH:43]=2)=[CH2:37])[CH:23]=1. Given the reactants COC1C=CC(C)=CC=1C(C1C=CC=CC=1)=O.[CH2:18]([O:20][C:21](=[O:44])[C:22]1[CH:27]=[CH:26][C:25]([O:28]CC2C=CC=CC=2)=[C:24]([C:36]([C:38]2[CH:43]=[CH:42][CH:41]=[CH:40][CH:39]=2)=[CH2:37])[CH:23]=1)C, predict the reaction product. (2) Given the reactants [F:1][C:2]1[CH:3]=[C:4]([C:11]2[C:12]([SH:17])=[N:13][CH:14]=[CH:15][CH:16]=2)[CH:5]=[C:6]([F:10])[C:7]=1[O:8][CH3:9].[H-].[Na+].Br[CH2:21][CH:22]1[CH2:24][CH2:23]1.[NH4+].[Cl-], predict the reaction product. The product is: [CH:22]1([CH2:21][S:17][C:12]2[C:11]([C:4]3[CH:5]=[C:6]([F:10])[C:7]([O:8][CH3:9])=[C:2]([F:1])[CH:3]=3)=[CH:16][CH:15]=[CH:14][N:13]=2)[CH2:24][CH2:23]1. (3) Given the reactants Cl[C:2]1[C:7]([C:8]#[N:9])=[C:6]([NH:10][CH2:11][CH:12]2[CH2:14][CH2:13]2)[N:5]=[C:4]([NH:15][CH2:16][CH2:17][OH:18])[N:3]=1.Cl.[F:20][C:21]1[CH:26]=[CH:25][C:24]([C:27]2[CH2:28][CH2:29][NH:30][CH2:31][CH:32]=2)=[CH:23][CH:22]=1.C(N(C(C)C)C(C)C)C, predict the reaction product. The product is: [CH:12]1([CH2:11][NH:10][C:6]2[C:7]([C:8]#[N:9])=[C:2]([N:30]3[CH2:29][CH:28]=[C:27]([C:24]4[CH:25]=[CH:26][C:21]([F:20])=[CH:22][CH:23]=4)[CH2:32][CH2:31]3)[N:3]=[C:4]([NH:15][CH2:16][CH2:17][OH:18])[N:5]=2)[CH2:14][CH2:13]1.